From a dataset of Catalyst prediction with 721,799 reactions and 888 catalyst types from USPTO. Predict which catalyst facilitates the given reaction. (1) Reactant: COCCN1C(=O)C=CC([C:12]2[S:16][C:15]([C:17](OCC)=[O:18])=[N:14][C:13]=2[C:22]2[CH:27]=[CH:26][CH:25]=[CH:24][CH:23]=2)=N1.C1([NH2:31])CC1. Product: [C:22]1([C:13]2[N:14]=[C:15]([C:17]([NH2:31])=[O:18])[S:16][CH:12]=2)[CH:27]=[CH:26][CH:25]=[CH:24][CH:23]=1. The catalyst class is: 12. (2) Reactant: [CH:1]([O:4][C:5]1[CH:13]=[CH:12][C:8]([C:9]([OH:11])=O)=[CH:7][C:6]=1[O:14][CH3:15])([CH3:3])[CH3:2].CN(C(ON1N=NC2C=CC=NC1=2)=[N+](C)C)C.F[P-](F)(F)(F)(F)F.CCN(CC)CC.Cl.[NH:48]1[CH2:53][CH2:52][C:51]2([CH2:62][CH:61]([CH2:63][OH:64])[C:60]3[C:55](=[CH:56][CH:57]=[CH:58][CH:59]=3)[O:54]2)[CH2:50][CH2:49]1. Product: [OH:64][CH2:63][CH:61]1[C:60]2[C:55](=[CH:56][CH:57]=[CH:58][CH:59]=2)[O:54][C:51]2([CH2:52][CH2:53][N:48]([C:9]([C:8]3[CH:12]=[CH:13][C:5]([O:4][CH:1]([CH3:2])[CH3:3])=[C:6]([O:14][CH3:15])[CH:7]=3)=[O:11])[CH2:49][CH2:50]2)[CH2:62]1. The catalyst class is: 18.